Dataset: Full USPTO retrosynthesis dataset with 1.9M reactions from patents (1976-2016). Task: Predict the reactants needed to synthesize the given product. (1) Given the product [CH2:1]([NH:8][C@@H:9]([C:12]([O:14][CH3:15])=[O:13])[CH2:10][O:11][Si:23]([C:26]([CH3:29])([CH3:28])[CH3:27])([CH3:25])[CH3:24])[C:2]1[CH:7]=[CH:6][CH:5]=[CH:4][CH:3]=1, predict the reactants needed to synthesize it. The reactants are: [CH2:1]([NH:8][C@@H:9]([C:12]([O:14][CH3:15])=[O:13])[CH2:10][OH:11])[C:2]1[CH:7]=[CH:6][CH:5]=[CH:4][CH:3]=1.C(N(CC)CC)C.[Si:23](Cl)([C:26]([CH3:29])([CH3:28])[CH3:27])([CH3:25])[CH3:24].O. (2) Given the product [ClH:1].[ClH:1].[CH2:3]([N:10]1[CH2:15][CH2:14][N:13]([CH2:17][C:18]([C:20]2[CH:29]=[CH:28][C:27]3[C:22](=[CH:23][CH:24]=[CH:25][CH:26]=3)[CH:21]=2)=[O:19])[CH2:12][CH2:11]1)[C:4]1[CH:5]=[CH:6][CH:7]=[CH:8][CH:9]=1, predict the reactants needed to synthesize it. The reactants are: [ClH:1].Cl.[CH2:3]([N:10]1[CH2:15][CH2:14][NH:13][CH2:12][CH2:11]1)[C:4]1[CH:9]=[CH:8][CH:7]=[CH:6][CH:5]=1.Br[CH2:17][C:18]([C:20]1[CH:29]=[CH:28][C:27]2[C:22](=[CH:23][CH:24]=[CH:25][CH:26]=2)[CH:21]=1)=[O:19].C([O-])([O-])=O.[K+].[K+]. (3) Given the product [N:12]([C:4]1[CH:5]=[CH:6][CH:7]=[C:2]([F:1])[C:3]=1[N+:9]([O-:11])=[O:10])=[N+:13]=[N-:14], predict the reactants needed to synthesize it. The reactants are: [F:1][C:2]1[CH:7]=[CH:6][CH:5]=[C:4](F)[C:3]=1[N+:9]([O-:11])=[O:10].[N-:12]=[N+:13]=[N-:14].[Na+]. (4) Given the product [C:1]([O:5][NH:6][C:7]([C:9]1[C:18]([CH3:19])=[C:17]2[C:12]([CH2:13][CH2:14][C:15]([CH3:21])([CH3:20])[NH:16]2)=[CH:11][CH:10]=1)=[O:8])([CH3:4])([CH3:3])[CH3:2], predict the reactants needed to synthesize it. The reactants are: [C:1]([O:5][NH:6][C:7]([C:9]1[C:18]([CH3:19])=[C:17]2[C:12]([CH:13]=[CH:14][C:15]([CH3:21])([CH3:20])[NH:16]2)=[CH:11][CH:10]=1)=[O:8])([CH3:4])([CH3:3])[CH3:2]. (5) The reactants are: [C:1]([O-])(=O)[CH3:2].[Na+].[NH2:6][C:7]1[CH:12]=[C:11]([OH:13])[N:10]=[C:9]([NH:14][C:15]2[CH:16]=[C:17]([NH:21][S:22]([CH3:25])(=[O:24])=[O:23])[CH:18]=[CH:19][CH:20]=2)[N:8]=1.ClCC=O. Given the product [O:13]=[C:11]1[NH:10][C:9]([NH:14][C:15]2[CH:16]=[C:17]([NH:21][S:22]([CH3:25])(=[O:24])=[O:23])[CH:18]=[CH:19][CH:20]=2)=[N:8][C:7]2[NH:6][CH:1]=[CH:2][C:12]1=2, predict the reactants needed to synthesize it.